Dataset: NCI-60 drug combinations with 297,098 pairs across 59 cell lines. Task: Regression. Given two drug SMILES strings and cell line genomic features, predict the synergy score measuring deviation from expected non-interaction effect. (1) Synergy scores: CSS=68.3, Synergy_ZIP=0.140, Synergy_Bliss=-0.0882, Synergy_Loewe=1.21, Synergy_HSA=3.31. Drug 2: C1=NC(=NC(=O)N1C2C(C(C(O2)CO)O)O)N. Cell line: SR. Drug 1: C1=CC(=C2C(=C1NCCNCCO)C(=O)C3=C(C=CC(=C3C2=O)O)O)NCCNCCO. (2) Drug 1: CC1=CC2C(CCC3(C2CCC3(C(=O)C)OC(=O)C)C)C4(C1=CC(=O)CC4)C. Drug 2: C1=NNC2=C1C(=O)NC=N2. Cell line: DU-145. Synergy scores: CSS=6.66, Synergy_ZIP=0.954, Synergy_Bliss=3.92, Synergy_Loewe=-1.10, Synergy_HSA=-0.877.